From a dataset of Forward reaction prediction with 1.9M reactions from USPTO patents (1976-2016). Predict the product of the given reaction. (1) The product is: [O:11]=[C:2]1[CH:3]=[CH:4][C:5]2[C:10](=[N:9][CH:8]=[CH:7][CH:6]=2)[N:1]1[CH2:19][CH2:20][CH2:21][C:22]1([C:35]([O:37][CH2:38][CH3:39])=[O:36])[CH2:27][CH2:26][N:25]([C:28]([O:30][C:31]([CH3:32])([CH3:33])[CH3:34])=[O:29])[CH2:24][CH2:23]1. Given the reactants [NH:1]1[C:10]2[C:5](=[CH:6][CH:7]=[CH:8][N:9]=2)[CH:4]=[CH:3][C:2]1=[O:11].[H-].[Na+].CS(O[CH2:19][CH2:20][CH2:21][C:22]1([C:35]([O:37][CH2:38][CH3:39])=[O:36])[CH2:27][CH2:26][N:25]([C:28]([O:30][C:31]([CH3:34])([CH3:33])[CH3:32])=[O:29])[CH2:24][CH2:23]1)(=O)=O.O, predict the reaction product. (2) Given the reactants [C:1]([O:5][C:6]([N:8]1[CH2:13][CH2:12][N:11]([C:14]2[O:15][C:16]3[C:22]([Br:23])=[CH:21][C:20]([Cl:24])=[CH:19][C:17]=3[N:18]=2)[C@@H:10]([CH3:25])[CH2:9]1)=[O:7])([CH3:4])([CH3:3])[CH3:2].CC1(C)CCCC(C)(C)N1[Mg]Cl.[Cl-].[Li+].[Cl-].[NH4+].C1C[O:45]CC1, predict the reaction product. The product is: [C:1]([O:5][C:6]([N:8]1[CH2:13][CH2:12][N:11]([C:14]2[O:15][C:16]3[C:22]([Br:23])=[CH:21][C:20]([Cl:24])=[C:19]([OH:45])[C:17]=3[N:18]=2)[C@@H:10]([CH3:25])[CH2:9]1)=[O:7])([CH3:4])([CH3:2])[CH3:3]. (3) The product is: [CH2:23]([O:22][C:20]([C:8]1[C:9](=[O:19])[C:10]([O:11][CH2:12][C:13]2[CH:18]=[CH:17][CH:16]=[CH:15][CH:14]=2)=[C:5]2[C:3](=[O:4])[N:30]3[C@@H:26]([O:27][CH2:33][CH2:32][C@H:31]3[CH3:35])[CH2:25][N:6]2[CH:7]=1)=[O:21])[CH3:24]. Given the reactants CO[C:3]([C:5]1[N:6]([CH2:25][CH:26]=[O:27])[CH:7]=[C:8]([C:20]([O:22][CH2:23][CH3:24])=[O:21])[C:9](=[O:19])[C:10]=1[O:11][CH2:12][C:13]1[CH:18]=[CH:17][CH:16]=[CH:15][CH:14]=1)=[O:4].CO.[NH2:30][C@H:31]([CH3:35])[CH2:32][CH2:33]O.C(O)(=O)C, predict the reaction product. (4) Given the reactants [CH3:1][N:2]1[C:7](=[O:8])[C:6]([NH:9][C:10]2[CH:15]=[CH:14][C:13]([N:16]3[CH2:21][CH2:20][N:19]([CH:22]4[CH2:25][O:24][CH2:23]4)[CH2:18][C@@H:17]3[CH3:26])=[CH:12][N:11]=2)=[CH:5][C:4]([C:27]2[CH:32]=[CH:31][N:30]=[C:29]([N:33]3[C:45](=[O:46])[C:44]4[S:43][C:42]5[CH2:41][CH2:40][CH2:39][CH2:38][C:37]=5[C:36]=4[CH:35]=[N:34]3)[C:28]=2[CH:47]=[O:48])=[CH:3]1.[BH4-].[Na+].O, predict the reaction product. The product is: [OH:48][CH2:47][C:28]1[C:29]([N:33]2[C:45](=[O:46])[C:44]3[S:43][C:42]4[CH2:41][CH2:40][CH2:39][CH2:38][C:37]=4[C:36]=3[CH:35]=[N:34]2)=[N:30][CH:31]=[CH:32][C:27]=1[C:4]1[CH:5]=[C:6]([NH:9][C:10]2[CH:15]=[CH:14][C:13]([N:16]3[CH2:21][CH2:20][N:19]([CH:22]4[CH2:23][O:24][CH2:25]4)[CH2:18][C@@H:17]3[CH3:26])=[CH:12][N:11]=2)[C:7](=[O:8])[N:2]([CH3:1])[CH:3]=1.